This data is from Forward reaction prediction with 1.9M reactions from USPTO patents (1976-2016). The task is: Predict the product of the given reaction. (1) Given the reactants [CH3:1][C:2]1[CH:7]=[CH:6][C:5]([S:8]([N:11]2[CH2:17][CH2:16][C:15]3[CH:18]=[CH:19][C:20]([NH2:22])=[CH:21][C:14]=3[CH2:13][CH2:12]2)(=[O:10])=[O:9])=[CH:4][CH:3]=1.C(N(CC)CC)C.[C:30]1([CH3:42])[CH:35]=[CH:34][C:33]([S:36](N=C=O)(=[O:38])=[O:37])=[CH:32][CH:31]=1, predict the reaction product. The product is: [CH3:1][C:2]1[CH:3]=[CH:4][C:5]([S:8]([N:11]2[CH2:17][CH2:16][C:15]3[CH:18]=[CH:19][C:20]([NH:22][S:36]([C:33]4[CH:34]=[CH:35][C:30]([CH3:42])=[CH:31][CH:32]=4)(=[O:38])=[O:37])=[CH:21][C:14]=3[CH2:13][CH2:12]2)(=[O:10])=[O:9])=[CH:6][CH:7]=1. (2) Given the reactants [F:1][C:2]1[S:6][C:5]2[CH:7]=[CH:8][CH:9]=[CH:10][C:4]=2[CH:3]=1.[N:11]1[CH:16]=[CH:15][CH:14]=[N:13][CH:12]=1.O, predict the reaction product. The product is: [F:1][C:2]1[S:6][C:5]2[CH:7]=[CH:8][CH:9]=[CH:10][C:4]=2[C:3]=1[CH:14]1[NH:13][CH:12]=[N:11][CH:16]=[CH:15]1. (3) Given the reactants FC(F)(F)S(O[C:7]1[CH:16]=[CH:15][C:14]2[C:9](=[CH:10][C:11]([C:17]#[N:18])=[CH:12][CH:13]=2)[CH:8]=1)(=O)=O.[CH3:21][C@@H:22]1[CH2:27][NH:26][CH2:25][CH2:24][N:23]1[C:28](=[O:33])[C:29]([F:32])([F:31])[F:30], predict the reaction product. The product is: [C:17]([C:11]1[CH:10]=[C:9]2[C:14]([CH:15]=[CH:16][C:7]([N:26]3[CH2:25][CH2:24][N:23]([C:28](=[O:33])[C:29]([F:32])([F:30])[F:31])[C@H:22]([CH3:21])[CH2:27]3)=[CH:8]2)=[CH:13][CH:12]=1)#[N:18]. (4) Given the reactants [N+:1]([C:4]1[CH:12]=[CH:11][C:10]([O:13][C:14]2[CH:19]=[CH:18][CH:17]=[CH:16][CH:15]=2)=[CH:9][C:5]=1[C:6]([OH:8])=O)([O-:3])=[O:2].[Cl-].[CH:21]([NH:24]C(C)C)([CH3:23])[CH3:22], predict the reaction product. The product is: [N+:1]([C:4]1[CH:12]=[CH:11][C:10]([O:13][C:14]2[CH:19]=[CH:18][CH:17]=[CH:16][CH:15]=2)=[CH:9][C:5]=1[C:6]([NH:24][CH:21]([CH3:23])[CH3:22])=[O:8])([O-:3])=[O:2]. (5) Given the reactants CCN(C(C)C)C(C)C.Cl.[NH2:11][CH2:12][C:13]([N:15]1[CH2:20][CH2:19][N:18]([C:21](=[O:32])[C:22]2[CH:27]=[CH:26][CH:25]=[CH:24][C:23]=2[C:28]([F:31])([F:30])[F:29])[CH2:17][CH2:16]1)=[O:14].C1C=CC2N(O)N=NC=2C=1.CCN=C=NCCCN(C)C.[OH:54][C:55]1[CH:63]=[CH:62][C:58]([C:59](O)=[O:60])=[CH:57][N:56]=1, predict the reaction product. The product is: [OH:54][C:55]1[CH:63]=[CH:62][C:58]([C:59]([NH:11][CH2:12][C:13](=[O:14])[N:15]2[CH2:16][CH2:17][N:18]([C:21](=[O:32])[C:22]3[CH:27]=[CH:26][CH:25]=[CH:24][C:23]=3[C:28]([F:31])([F:29])[F:30])[CH2:19][CH2:20]2)=[O:60])=[CH:57][N:56]=1.